From a dataset of Catalyst prediction with 721,799 reactions and 888 catalyst types from USPTO. Predict which catalyst facilitates the given reaction. (1) Reactant: [BH4-].[Na+].[O:3]=[C:4]1[CH:9]2[CH2:10][CH:6]([CH2:7][CH:8]2[NH:11][C:12](=[O:21])[O:13][CH2:14][C:15]2[CH:20]=[CH:19][CH:18]=[CH:17][CH:16]=2)[O:5]1.[Cl-].[Cl-].[Ca+2].Cl. Product: [OH:5][CH:6]1[CH2:7][CH:8]([NH:11][C:12](=[O:21])[O:13][CH2:14][C:15]2[CH:20]=[CH:19][CH:18]=[CH:17][CH:16]=2)[CH:9]([CH2:4][OH:3])[CH2:10]1. The catalyst class is: 8. (2) The catalyst class is: 52. Product: [CH3:1][O:2][C:3]1[C:12]([O:13][CH2:14][CH2:15][CH2:16][N:17]2[CH2:21][CH2:20][CH2:19][CH2:18]2)=[CH:11][C:10]2[N:9]=[CH:8][C:7]3[C:6]([C:5]=2[CH:4]=1)=[CH:24][C:30]([C:32]1[C:33]([CH3:38])=[N:34][CH:35]=[CH:36][CH:37]=1)=[N:23][C:22]=3[NH2:44]. Reactant: [CH3:1][O:2][C:3]1[CH:4]=[C:5]2[C:10](=[CH:11][C:12]=1[O:13][CH2:14][CH2:15][CH2:16][N:17]1[CH2:21][CH2:20][CH2:19][CH2:18]1)[N:9]=[CH:8][C:7]([C:22]#[N:23])=[C:6]2[CH3:24].N1([C:30]([C:32]2[C:33]([CH3:38])=[N:34][CH:35]=[CH:36][CH:37]=2)=O)C=CN=C1.[Li+].C[Si]([N-:44][Si](C)(C)C)(C)C.C([O-])(=O)C.[NH4+]. (3) Reactant: [CH2:1]([O:8][C:9]1[CH:14]=[CH:13][C:12]([C:15]2[CH:20]=[CH:19][C:18]([F:21])=[C:17]([CH2:22][C@H:23]([N:28]([C:30](=[O:54])[C@H:31]([NH:46][C:47]([O:49][C:50]([CH3:53])([CH3:52])[CH3:51])=[O:48])[CH2:32][CH2:33][CH2:34][NH:35][C:36]([O:38][CH2:39][C:40]3[CH:45]=[CH:44][CH:43]=[CH:42][CH:41]=3)=[O:37])[CH3:29])[C:24]([O:26][CH3:27])=[O:25])[CH:16]=2)=[CH:11][C:10]=1[CH2:55][C@H:56]([NH:60][C:61]([O:63][CH2:64][C:65]1[CH:70]=[CH:69][CH:68]=[CH:67][CH:66]=1)=[O:62])[C:57]([OH:59])=[O:58])[C:2]1[CH:7]=[CH:6][CH:5]=[CH:4][CH:3]=1.[F:71][C:72]1[C:77](O)=[C:76]([F:79])[C:75]([F:80])=[C:74]([F:81])[C:73]=1[F:82].C(Cl)CCl. Product: [CH2:1]([O:8][C:9]1[CH:14]=[CH:13][C:12]([C:15]2[CH:20]=[CH:19][C:18]([F:21])=[C:17]([CH2:22][C@H:23]([N:28]([C:30](=[O:54])[C@H:31]([NH:46][C:47]([O:49][C:50]([CH3:52])([CH3:51])[CH3:53])=[O:48])[CH2:32][CH2:33][CH2:34][NH:35][C:36]([O:38][CH2:39][C:40]3[CH:41]=[CH:42][CH:43]=[CH:44][CH:45]=3)=[O:37])[CH3:29])[C:24]([O:26][CH3:27])=[O:25])[CH:16]=2)=[CH:11][C:10]=1[CH2:55][C@H:56]([NH:60][C:61]([O:63][CH2:64][C:65]1[CH:66]=[CH:67][CH:68]=[CH:69][CH:70]=1)=[O:62])[C:57]([O:59][C:77]1[C:76]([F:79])=[C:75]([F:80])[C:74]([F:81])=[C:73]([F:82])[C:72]=1[F:71])=[O:58])[C:2]1[CH:7]=[CH:6][CH:5]=[CH:4][CH:3]=1. The catalyst class is: 166.